From a dataset of Full USPTO retrosynthesis dataset with 1.9M reactions from patents (1976-2016). Predict the reactants needed to synthesize the given product. (1) Given the product [Cl:8][C:4]1[CH:5]=[CH:6][CH:7]=[C:2]([Cl:1])[C:3]=1[C:9]1[CH:14]=[C:13]([F:15])[CH:12]=[C:11]([CH2:16][C@H:17]([OH:18])[CH2:19][C:22]#[N:23])[C:10]=1[O:20][CH3:21], predict the reactants needed to synthesize it. The reactants are: [Cl:1][C:2]1[CH:7]=[CH:6][CH:5]=[C:4]([Cl:8])[C:3]=1[C:9]1[CH:14]=[C:13]([F:15])[CH:12]=[C:11]([CH2:16][C@H:17]2[CH2:19][O:18]2)[C:10]=1[O:20][CH3:21].[C-:22]#[N:23].[Na+]. (2) Given the product [CH3:1][N:2]1[C:5]2[C:9](=[CH:10][C:11]([C:15]([O:17][CH2:18][CH2:19][CH2:20][CH2:21][C:22]([CH3:26])=[C:23]([F:24])[F:25])=[O:16])=[CH:12][CH:13]=2)[CH:8]=[CH:3]1, predict the reactants needed to synthesize it. The reactants are: [CH3:1][N:2]([CH3:5])[CH:3]=O.N1C2[C:9](=[CH:10][C:11]([C:15]([O:17][CH2:18][CH2:19][CH2:20][CH2:21][C:22]([CH3:26])=[C:23]([F:25])[F:24])=[O:16])=[CH:12][CH:13]=2)[CH:8]=C1.CI.[H-].[Na+]. (3) Given the product [F:1][C:2]1[CH:3]=[CH:4][C:5]([O:32][CH3:33])=[C:6]([C:8]([CH3:30])([CH3:31])[CH2:9][C:10]([C:26]([F:27])([F:28])[F:29])([OH:25])[CH:11]([NH:13][C:14]2[CH:23]=[CH:22][CH:21]=[C:20]3[C:15]=2[CH:16]=[CH:17][C:18]([CH3:24])=[N:19]3)[CH3:12])[CH:7]=1, predict the reactants needed to synthesize it. The reactants are: [F:1][C:2]1[CH:3]=[CH:4][C:5]([O:32][CH3:33])=[C:6]([C:8]([CH3:31])([CH3:30])[CH2:9][C:10]([C:26]([F:29])([F:28])[F:27])([OH:25])[C:11](=[N:13][C:14]2[CH:23]=[CH:22][CH:21]=[C:20]3[C:15]=2[CH:16]=[CH:17][C:18]([CH3:24])=[N:19]3)[CH3:12])[CH:7]=1.C(O)C.[BH4-].[Na+].[Na+].[Cl-]. (4) Given the product [F:8][C:7]1[CH:6]=[CH:5][C:4]([NH2:9])=[CH:3][C:2]=1[C:13]1[CH:14]=[N:15][CH:16]=[CH:17][CH:18]=1, predict the reactants needed to synthesize it. The reactants are: Br[C:2]1[CH:3]=[C:4]([NH2:9])[CH:5]=[CH:6][C:7]=1[F:8].C(B(CC)[C:13]1[CH:14]=[N:15][CH:16]=[CH:17][CH:18]=1)C.C(=O)([O-])[O-].[K+].[K+].